This data is from Reaction yield outcomes from USPTO patents with 853,638 reactions. The task is: Predict the reaction yield, written as a fraction of the theoretical maximum amount of product (1.0 means a 100% yield; for example, 0.34 means a 34% yield). (1) The reactants are [C:1]1([CH3:15])[CH:6]=[CH:5][CH:4]=[CH:3][C:2]=1[C:7]1[CH:14]=[CH:13][C:10]([CH:11]=[O:12])=[CH:9][N:8]=1.[BH4-].[Na+]. The catalyst is C(O)C. The product is [C:1]1([CH3:15])[CH:6]=[CH:5][CH:4]=[CH:3][C:2]=1[C:7]1[N:8]=[CH:9][C:10]([CH2:11][OH:12])=[CH:13][CH:14]=1. The yield is 1.00. (2) The reactants are [F:1][C:2]([F:42])([F:41])[C:3]1[CH:4]=[C:5]([C:13]([CH3:40])([CH3:39])[C:14]([N:16]([C:18]2[C:19]([C:31]3[CH:36]=[CH:35][C:34]([F:37])=[CH:33][C:32]=3[CH3:38])=[CH:20][C:21]([N:24]3[CH2:29][CH2:28][C:27](=[O:30])[CH2:26][CH2:25]3)=[N:22][CH:23]=2)[CH3:17])=[O:15])[CH:6]=[C:7]([C:9]([F:12])([F:11])[F:10])[CH:8]=1.[SH:43][CH2:44][CH2:45]O.B(F)(F)F.CCOCC. The catalyst is ClCCl. The product is [F:42][C:2]([F:1])([F:41])[C:3]1[CH:4]=[C:5]([C:13]([CH3:39])([CH3:40])[C:14]([N:16]([C:18]2[CH:23]=[N:22][C:21]([N:24]3[CH2:29][CH2:28][C:27]4([O:30][CH2:45][CH2:44][S:43]4)[CH2:26][CH2:25]3)=[CH:20][C:19]=2[C:31]2[CH:36]=[CH:35][C:34]([F:37])=[CH:33][C:32]=2[CH3:38])[CH3:17])=[O:15])[CH:6]=[C:7]([C:9]([F:11])([F:10])[F:12])[CH:8]=1. The yield is 0.980. (3) The reactants are [CH2:1]=[C:2]([CH:4]1[CH2:8][CH2:7][CH2:6][C:5]1=[O:9])[CH3:3].[CH:10](=[O:12])[CH3:11].B(F)(F)F.CCOCC. The product is [CH3:3][C:2]1=[CH:4][CH2:8][CH2:7][CH2:6][C:5](=[O:9])[O:12][CH:10]([CH3:11])[CH2:1]1. The yield is 0.350. The catalyst is ClCCCl. (4) The reactants are [CH2:1]([CH:4]1[CH2:9][CH2:8][CH:7]([CH:10]2[CH2:15][O:14][CH:13]([C:16]3[CH:21]=[CH:20][C:19](/[CH:22]=[CH:23]/[C:24]([OH:26])=[O:25])=[CH:18][CH:17]=3)[O:12][CH2:11]2)[CH2:6][CH2:5]1)[CH2:2][CH3:3].Cl.CN(C)CCCN=C=NCC.C(Cl)Cl.[CH:42]12[CH2:48][CH:45]([CH:46]=[CH:47]1)[CH2:44][CH:43]2[CH2:49]O. The catalyst is O. The product is [CH2:1]([CH:4]1[CH2:5][CH2:6][CH:7]([CH:10]2[CH2:11][O:12][CH:13]([C:16]3[CH:17]=[CH:18][C:19](/[CH:22]=[CH:23]/[C:24]([O:26][CH2:49][CH:43]4[CH2:44][CH:45]5[CH2:48][CH:42]4[CH:47]=[CH:46]5)=[O:25])=[CH:20][CH:21]=3)[O:14][CH2:15]2)[CH2:8][CH2:9]1)[CH2:2][CH3:3]. The yield is 0.520. (5) The reactants are [CH2:1]([N:3]([CH2:20][CH3:21])[CH2:4][CH2:5][N:6]1[CH2:12][CH2:11][CH2:10][C:9]2[NH:13][C:14]([CH:17]=O)=[C:15]([CH3:16])[C:8]=2[C:7]1=[O:19])[CH3:2].[F:22][C:23]1[CH:24]=[C:25]2[C:29](=[CH:30][C:31]=1[NH:32][CH2:33][C:34]1[CH:39]=[CH:38][C:37]([F:40])=[CH:36][CH:35]=1)[NH:28][C:27](=[O:41])[CH2:26]2. No catalyst specified. The product is [CH2:1]([N:3]([CH2:20][CH3:21])[CH2:4][CH2:5][N:6]1[CH2:12][CH2:11][CH2:10][C:9]2[NH:13][C:14]([CH:17]=[C:26]3[C:25]4[C:29](=[CH:30][C:31]([NH:32][CH2:33][C:34]5[CH:39]=[CH:38][C:37]([F:40])=[CH:36][CH:35]=5)=[C:23]([F:22])[CH:24]=4)[NH:28][C:27]3=[O:41])=[C:15]([CH3:16])[C:8]=2[C:7]1=[O:19])[CH3:2]. The yield is 0.622.